Task: Predict the reaction yield, written as a fraction of the theoretical maximum amount of product (1.0 means a 100% yield; for example, 0.34 means a 34% yield).. Dataset: Reaction yield outcomes from USPTO patents with 853,638 reactions (1) The reactants are [C:1](OC(=O)C)(=[O:3])C.C(O)=O.[CH3:11][O:12][C:13](=[O:46])[C:14]1[CH:19]=[CH:18][C:17]([C:20]2[N:24]([CH:25]([C:32](=[O:41])[NH:33][C:34]3[CH:39]=[CH:38][CH:37]=[C:36]([NH2:40])[CH:35]=3)[CH:26]3[CH2:31][CH2:30][CH2:29][CH2:28][CH2:27]3)[C:23]3[CH:42]=[CH:43][CH:44]=[CH:45][C:22]=3[N:21]=2)=[CH:16][CH:15]=1. The catalyst is ClCCl. The product is [CH3:11][O:12][C:13](=[O:46])[C:14]1[CH:19]=[CH:18][C:17]([C:20]2[N:24]([CH:25]([CH:26]3[CH2:27][CH2:28][CH2:29][CH2:30][CH2:31]3)[C:32](=[O:41])[NH:33][C:34]3[CH:39]=[CH:38][CH:37]=[C:36]([NH:40][CH:1]=[O:3])[CH:35]=3)[C:23]3[CH:42]=[CH:43][CH:44]=[CH:45][C:22]=3[N:21]=2)=[CH:16][CH:15]=1. The yield is 0.620. (2) The reactants are C([N:8](C)[C@@H:9]1[CH2:18][CH2:17][C:16]2[C:15]([OH:19])=[CH:14][CH:13]=[CH:12][C:11]=2[CH2:10]1)C1C=CC=CC=1. The catalyst is C1COCC1.[Pd]. The product is [NH2:8][C@@H:9]1[CH2:18][CH2:17][C:16]2[C:15]([OH:19])=[CH:14][CH:13]=[CH:12][C:11]=2[CH2:10]1. The yield is 0.970. (3) The reactants are [CH3:1][N:2]([CH3:35])[C:3]1([C:29]2[CH:34]=[CH:33][CH:32]=[CH:31][CH:30]=2)[CH2:8][CH2:7][C:6](=[CH:9][C:10]([N:12]2[CH2:17][CH:16]=[C:15]([C:18]3[C:26]4[C:21](=[CH:22][CH:23]=[C:24]([O:27][CH3:28])[CH:25]=4)[NH:20][CH:19]=3)[CH2:14][CH2:13]2)=[O:11])[CH2:5][CH2:4]1.[ClH:36]. The catalyst is C(O)C. The product is [ClH:36].[CH3:35][N:2]([CH3:1])[C:3]1([C:29]2[CH:30]=[CH:31][CH:32]=[CH:33][CH:34]=2)[CH2:8][CH2:7][C:6](=[CH:9][C:10]([N:12]2[CH2:13][CH:14]=[C:15]([C:18]3[C:26]4[C:21](=[CH:22][CH:23]=[C:24]([O:27][CH3:28])[CH:25]=4)[NH:20][CH:19]=3)[CH2:16][CH2:17]2)=[O:11])[CH2:5][CH2:4]1. The yield is 0.820. (4) The reactants are C(O[C:6](=O)[N:7]([C@H:9]([C:11](=[O:41])[NH:12][C@@H:13]1[C:19](=[O:20])[N:18]([CH2:21][C:22]2[C:31]3[C:26](=[CH:27][C:28]([C:32](=[S:34])[NH2:33])=[CH:29][CH:30]=3)[CH:25]=[CH:24][C:23]=2[O:35][CH3:36])[C:17]2[CH:37]=[CH:38][CH:39]=[CH:40][C:16]=2[CH2:15][CH2:14]1)[CH3:10])C)(C)(C)C.[CH3:43][CH2:44]O.[C:46]([O-])([O-])=O.[K+].[K+]. The catalyst is O. The product is [CH3:36][O:35][C:23]1[CH:24]=[CH:25][C:26]2[C:31](=[CH:30][CH:29]=[C:28]([C:32]3[S:34][CH:46]=[C:44]([CH3:43])[N:33]=3)[CH:27]=2)[C:22]=1[CH2:21][N:18]1[C:19](=[O:20])[C@@H:13]([NH:12][C:11](=[O:41])[C@@H:9]([NH:7][CH3:6])[CH3:10])[CH2:14][CH2:15][C:16]2[CH:40]=[CH:39][CH:38]=[CH:37][C:17]1=2. The yield is 0.180. (5) The reactants are CC1(C)[O:6][C@H:5]([CH2:7][CH:8]=O)[C:4](=[O:10])O1.[NH2:12][CH:13]1[CH2:18][CH2:17][N:16]([C:19]([O:21][C:22]([CH3:25])([CH3:24])[CH3:23])=[O:20])[CH2:15][CH2:14]1.C(O)(=O)C.[BH-](OC(C)=O)(OC(C)=O)OC(C)=O.[Na+]. The catalyst is C(Cl)CCl. The product is [OH:6][C@@H:5]1[CH2:7][CH2:8][N:12]([CH:13]2[CH2:14][CH2:15][N:16]([C:19]([O:21][C:22]([CH3:25])([CH3:24])[CH3:23])=[O:20])[CH2:17][CH2:18]2)[C:4]1=[O:10]. The yield is 0.713. (6) The yield is 0.930. The product is [CH3:14][O:15][C:16]1[CH:21]=[C:20]([O:22][CH3:23])[CH:19]=[CH:18][C:17]=1[CH2:24][NH:25][C:2]1[CH:11]=[N:10][C:9]2[C:4](=[CH:5][C:6]([O:12][CH3:13])=[CH:7][CH:8]=2)[N:3]=1. The reactants are Cl[C:2]1[CH:11]=[N:10][C:9]2[C:4](=[CH:5][C:6]([O:12][CH3:13])=[CH:7][CH:8]=2)[N:3]=1.[CH3:14][O:15][C:16]1[CH:21]=[C:20]([O:22][CH3:23])[CH:19]=[CH:18][C:17]=1[CH2:24][NH2:25].CCOC(C)=O. The catalyst is CS(C)=O. (7) The reactants are [C:1]([OH:4])(=O)[CH3:2].C(N1C=CN=C1)(N1C=CN=C1)=O.[Cl:17][C:18]1[CH:23]=[CH:22][C:21]([S:24]([N:27]([CH2:36][C:37]2[CH:46]=[CH:45][C:40]([C:41]([NH:43]O)=[NH:42])=[CH:39][CH:38]=2)[CH:28]2[CH2:34][CH2:33][CH2:32][CH2:31][NH:30][C:29]2=[O:35])(=[O:26])=[O:25])=[CH:20][CH:19]=1.O. The catalyst is CN(C)C=O. The product is [Cl:17][C:18]1[CH:23]=[CH:22][C:21]([S:24]([N:27]([CH2:36][C:37]2[CH:38]=[CH:39][C:40]([C:41]3[N:42]=[C:1]([CH3:2])[O:4][N:43]=3)=[CH:45][CH:46]=2)[CH:28]2[CH2:34][CH2:33][CH2:32][CH2:31][NH:30][C:29]2=[O:35])(=[O:25])=[O:26])=[CH:20][CH:19]=1. The yield is 0.910.